From a dataset of Forward reaction prediction with 1.9M reactions from USPTO patents (1976-2016). Predict the product of the given reaction. (1) Given the reactants [F:1][C:2]([F:18])([F:17])[C:3]([NH:5][C@H:6]1[C:15]2[C:10](=[CH:11][CH:12]=[CH:13][CH:14]=2)[C@H:9]([OH:16])[CH2:8][CH2:7]1)=[O:4].N1C=CN=C1.CN(C=O)C.[C:29]([Si:33](Cl)([C:40]1[CH:45]=[CH:44][CH:43]=[CH:42][CH:41]=1)[C:34]1[CH:39]=[CH:38][CH:37]=[CH:36][CH:35]=1)([CH3:32])([CH3:31])[CH3:30], predict the reaction product. The product is: [Si:33]([O:16][C@H:9]1[C:10]2[C:15](=[CH:14][CH:13]=[CH:12][CH:11]=2)[C@H:6]([NH:5][C:3](=[O:4])[C:2]([F:17])([F:18])[F:1])[CH2:7][CH2:8]1)([C:29]([CH3:32])([CH3:31])[CH3:30])([C:40]1[CH:41]=[CH:42][CH:43]=[CH:44][CH:45]=1)[C:34]1[CH:39]=[CH:38][CH:37]=[CH:36][CH:35]=1. (2) Given the reactants [BH4-].[Na+].[CH:3]1[C:12]2[C:7](=[CH:8][CH:9]=[C:10]([C:13]([O:15][CH3:16])=[O:14])[CH:11]=2)[CH:6]=[CH:5][C:4]=1[C:17](OC)=[O:18].CO.Cl, predict the reaction product. The product is: [OH:18][CH2:17][C:4]1[CH:3]=[C:12]2[C:7]([CH:8]=[CH:9][C:10]([C:13]([O:15][CH3:16])=[O:14])=[CH:11]2)=[CH:6][CH:5]=1. (3) Given the reactants [Cl-].[CH2:2]([C@@:5]1([C:10]([NH:12][C:13]2[CH:18]=[CH:17][CH:16]=[CH:15][C:14]=2[C:19]2[CH:24]=[CH:23][CH:22]=[CH:21][CH:20]=2)=[O:11])[CH2:9][CH2:8][CH2:7][NH2+:6]1)[CH:3]=[CH2:4].[Cl-].[C:26]([CH2:29][CH2:30][C:31]1[N:35]([CH3:36])[C:34]2[CH:37]=[CH:38][CH:39]=[CH:40][C:33]=2[NH+:32]=1)(O)=[O:27].O.ON1C2C=CC=CC=2N=N1.CN1CCOCC1, predict the reaction product. The product is: [CH2:2]([C@@:5]1([C:10]([NH:12][C:13]2[CH:18]=[CH:17][CH:16]=[CH:15][C:14]=2[C:19]2[CH:24]=[CH:23][CH:22]=[CH:21][CH:20]=2)=[O:11])[CH2:9][CH2:8][CH2:7][N:6]1[C:26](=[O:27])[CH2:29][CH2:30][C:31]1[N:35]([CH3:36])[C:34]2[CH:37]=[CH:38][CH:39]=[CH:40][C:33]=2[N:32]=1)[CH:3]=[CH2:4]. (4) Given the reactants [CH:1]1[C:6]2[C:7]3[O:8][C:9]4[C:14]([C:15]=3[NH:16][C:17](=[O:18])[C:5]=2[CH:4]=[CH:3][CH:2]=1)=[CH:13][CH:12]=[CH:11][CH:10]=4.[C:19](OC(=O)C)(=[O:21])[CH3:20], predict the reaction product. The product is: [CH:1]1[C:6]2=[C:7]3[C:15](=[N:16][C:17]([O:18][C:19](=[O:21])[CH3:20])=[C:5]2[CH:4]=[CH:3][CH:2]=1)[C:14]1[C:9](=[CH:10][CH:11]=[CH:12][CH:13]=1)[O:8]3.